Dataset: NCI-60 drug combinations with 297,098 pairs across 59 cell lines. Task: Regression. Given two drug SMILES strings and cell line genomic features, predict the synergy score measuring deviation from expected non-interaction effect. (1) Drug 1: C1=CN(C(=O)N=C1N)C2C(C(C(O2)CO)O)O.Cl. Drug 2: C(CN)CNCCSP(=O)(O)O. Cell line: BT-549. Synergy scores: CSS=27.8, Synergy_ZIP=5.18, Synergy_Bliss=2.30, Synergy_Loewe=-18.1, Synergy_HSA=4.39. (2) Drug 1: CCC1(CC2CC(C3=C(CCN(C2)C1)C4=CC=CC=C4N3)(C5=C(C=C6C(=C5)C78CCN9C7C(C=CC9)(C(C(C8N6C)(C(=O)OC)O)OC(=O)C)CC)OC)C(=O)OC)O. Drug 2: C1CC(C1)(C2=CC=C(C=C2)C3=C(C=C4C(=N3)C=CN5C4=NNC5=O)C6=CC=CC=C6)N. Cell line: SW-620. Synergy scores: CSS=26.3, Synergy_ZIP=-7.54, Synergy_Bliss=-11.7, Synergy_Loewe=-27.1, Synergy_HSA=-7.08. (3) Drug 1: C1=CC=C(C(=C1)C(C2=CC=C(C=C2)Cl)C(Cl)Cl)Cl. Drug 2: CN(CCCl)CCCl.Cl. Cell line: LOX IMVI. Synergy scores: CSS=17.8, Synergy_ZIP=-8.17, Synergy_Bliss=-5.04, Synergy_Loewe=-3.23, Synergy_HSA=-1.80. (4) Drug 1: CC1=C(C=C(C=C1)NC2=NC=CC(=N2)N(C)C3=CC4=NN(C(=C4C=C3)C)C)S(=O)(=O)N.Cl. Drug 2: C1C(C(OC1N2C=C(C(=O)NC2=O)F)CO)O. Cell line: U251. Synergy scores: CSS=48.2, Synergy_ZIP=-2.61, Synergy_Bliss=-3.05, Synergy_Loewe=-12.5, Synergy_HSA=0.825. (5) Drug 1: CC1=C2C(C(=O)C3(C(CC4C(C3C(C(C2(C)C)(CC1OC(=O)C(C(C5=CC=CC=C5)NC(=O)OC(C)(C)C)O)O)OC(=O)C6=CC=CC=C6)(CO4)OC(=O)C)OC)C)OC. Drug 2: C1CCC(C1)C(CC#N)N2C=C(C=N2)C3=C4C=CNC4=NC=N3. Cell line: NCI-H460. Synergy scores: CSS=28.3, Synergy_ZIP=-0.896, Synergy_Bliss=-4.00, Synergy_Loewe=-28.0, Synergy_HSA=-4.16. (6) Drug 1: CN(C(=O)NC(C=O)C(C(C(CO)O)O)O)N=O. Drug 2: C1CN(P(=O)(OC1)NCCCl)CCCl. Cell line: HL-60(TB). Synergy scores: CSS=7.36, Synergy_ZIP=-6.11, Synergy_Bliss=-4.35, Synergy_Loewe=-2.40, Synergy_HSA=-2.09. (7) Drug 1: C(=O)(N)NO. Drug 2: C1=NC2=C(N1)C(=S)N=CN2. Cell line: UO-31. Synergy scores: CSS=-21.9, Synergy_ZIP=26.1, Synergy_Bliss=38.8, Synergy_Loewe=-26.5, Synergy_HSA=-4.82. (8) Cell line: A498. Synergy scores: CSS=19.0, Synergy_ZIP=0.293, Synergy_Bliss=2.83, Synergy_Loewe=-4.00, Synergy_HSA=4.44. Drug 2: CCC1=CC2CC(C3=C(CN(C2)C1)C4=CC=CC=C4N3)(C5=C(C=C6C(=C5)C78CCN9C7C(C=CC9)(C(C(C8N6C)(C(=O)OC)O)OC(=O)C)CC)OC)C(=O)OC.C(C(C(=O)O)O)(C(=O)O)O. Drug 1: CNC(=O)C1=CC=CC=C1SC2=CC3=C(C=C2)C(=NN3)C=CC4=CC=CC=N4.